From a dataset of Reaction yield outcomes from USPTO patents with 853,638 reactions. Predict the reaction yield, written as a fraction of the theoretical maximum amount of product (1.0 means a 100% yield; for example, 0.34 means a 34% yield). The reactants are Cl[CH2:2][C:3]1[CH:8]=[CH:7][CH:6]=[C:5]([S:9][CH:10]2[CH2:13][CH2:12][CH2:11]2)[N:4]=1.C([O:16][C:17](=[O:28])[CH2:18][CH2:19][C:20]1[CH:25]=[CH:24][C:23]([OH:26])=[C:22]([F:27])[CH:21]=1)C. No catalyst specified. The product is [CH:10]1([S:9][C:5]2[N:4]=[C:3]([CH2:2][O:26][C:23]3[CH:24]=[CH:25][C:20]([CH2:19][CH2:18][C:17]([OH:28])=[O:16])=[CH:21][C:22]=3[F:27])[CH:8]=[CH:7][CH:6]=2)[CH2:13][CH2:12][CH2:11]1. The yield is 0.840.